Dataset: Forward reaction prediction with 1.9M reactions from USPTO patents (1976-2016). Task: Predict the product of the given reaction. (1) The product is: [Si:1]([O:8][CH:9]1[CH2:14][CH2:13][N:12]([C:15]([C:22]2[CH:23]=[CH:24][CH:25]=[CH:26][CH:27]=2)([C:28]2[CH:29]=[CH:30][CH:31]=[CH:32][CH:33]=2)[C:16]2[CH:17]=[CH:18][CH:19]=[CH:20][CH:21]=2)[CH2:11]/[C:10]/1=[CH:34]\[CH:35]=[O:36])([C:4]([CH3:7])([CH3:6])[CH3:5])([CH3:3])[CH3:2]. Given the reactants [Si:1]([O:8][CH:9]1[CH2:14][CH2:13][N:12]([C:15]([C:28]2[CH:33]=[CH:32][CH:31]=[CH:30][CH:29]=2)([C:22]2[CH:27]=[CH:26][CH:25]=[CH:24][CH:23]=2)[C:16]2[CH:21]=[CH:20][CH:19]=[CH:18][CH:17]=2)[CH2:11]/[C:10]/1=[CH:34]\[CH2:35][OH:36])([C:4]([CH3:7])([CH3:6])[CH3:5])([CH3:3])[CH3:2], predict the reaction product. (2) Given the reactants F[P-](F)(F)(F)(F)F.N1(O[P+](N(C)C)(N(C)C)N(C)C)C2C=CC=CC=2N=N1.[C:28]([C:30]1[C:38]2[C:33](=[CH:34][CH:35]=[C:36]([C:39](O)=[O:40])[CH:37]=2)[N:32]([CH:42]2[CH2:47][CH2:46][CH2:45][CH2:44][O:43]2)[N:31]=1)#[CH:29].CCN(C(C)C)C(C)C.[BH4-].[Na+], predict the reaction product. The product is: [C:28]([C:30]1[C:38]2[C:33](=[CH:34][CH:35]=[C:36]([CH2:39][OH:40])[CH:37]=2)[N:32]([CH:42]2[CH2:47][CH2:46][CH2:45][CH2:44][O:43]2)[N:31]=1)#[CH:29]. (3) Given the reactants [NH:1]([C:14]([O:16][C:17]([CH3:20])([CH3:19])[CH3:18])=[O:15])[C@@H:2]([C:11]([OH:13])=O)[CH2:3][C:4]1[CH:9]=[CH:8][C:7]([Cl:10])=[CH:6][CH:5]=1.[NH:21]1[CH2:26][CH2:25][NH:24][CH2:23][CH2:22]1.C1C=CC2N(O)N=NC=2C=1.CCN=C=NCCCN(C)C, predict the reaction product. The product is: [C:17]([O:16][C:14](=[O:15])[NH:1][CH:2]([CH2:3][C:4]1[CH:5]=[CH:6][C:7]([Cl:10])=[CH:8][CH:9]=1)[C:11](=[O:13])[N:21]1[CH2:26][CH2:25][NH:24][CH2:23][CH2:22]1)([CH3:20])([CH3:19])[CH3:18].